Dataset: Reaction yield outcomes from USPTO patents with 853,638 reactions. Task: Predict the reaction yield, written as a fraction of the theoretical maximum amount of product (1.0 means a 100% yield; for example, 0.34 means a 34% yield). (1) The reactants are [CH:1]1([NH:5][C:6]([C:8]2[C:9]3[C:10]4([C:30]5[C:21](=[CH:22][C:23]6[O:28][CH2:27][CH2:26][O:25][C:24]=6[CH:29]=5)[O:20][CH2:19]4)[C:11](=[O:18])[N:12]([CH3:17])[C:13]=3[CH:14]=[CH:15][CH:16]=2)=[O:7])CCC1.Cl[CH2:32]Cl.C(OCC)C. No catalyst specified. The product is [CH3:32][N:5]([CH3:1])[C:6]([C:8]1[C:9]2[C:10]3([C:30]4[C:21](=[CH:22][C:23]5[O:28][CH2:27][CH2:26][O:25][C:24]=5[CH:29]=4)[O:20][CH2:19]3)[C:11](=[O:18])[N:12]([CH3:17])[C:13]=2[CH:14]=[CH:15][CH:16]=1)=[O:7]. The yield is 0.370. (2) The reactants are [OH:1][CH2:2][C@H:3]1[CH2:19][N:7]2[CH2:8][CH2:9][N:10]([C:12]3[N:17]=[CH:16][C:15]([F:18])=[CH:14][N:13]=3)[CH2:11][C@@H:6]2[CH2:5][CH2:4]1.C[N+]1([O-])CCOCC1. The catalyst is [Ru]([O-])(=O)(=O)=O.C([N+](CCC)(CCC)CCC)CC.C(Cl)Cl. The product is [CH:2]([C@H:3]1[CH2:19][N:7]2[CH2:8][CH2:9][N:10]([C:12]3[N:17]=[CH:16][C:15]([F:18])=[CH:14][N:13]=3)[CH2:11][C@@H:6]2[CH2:5][CH2:4]1)=[O:1]. The yield is 0.610. (3) The reactants are [C:1]([C:5]1[S:6][CH:7]=[CH:8][C:9]=1[S:10](Cl)(=[O:12])=[O:11])([O:3][CH3:4])=[O:2].[NH:14]1[CH:18]=[CH:17][CH:16]=[CH:15]1. No catalyst specified. The product is [C:1]([C:5]1[S:6][CH:7]=[CH:8][C:9]=1[S:10]([N:14]1[CH:18]=[CH:17][CH:16]=[CH:15]1)(=[O:12])=[O:11])([O:3][CH3:4])=[O:2]. The yield is 0.500. (4) The reactants are [CH3:1][O:2][C:3]1[CH:4]=[C:5]2[C:10](=[CH:11][C:12]=1[O:13][CH3:14])[N:9]=[CH:8][N:7]=[C:6]2[O:15][C:16]1[CH:17]=[C:18]([CH:20]=[CH:21][CH:22]=1)[NH2:19].[C:23](=O)([O-])[NH2:24].COC1C=C2C(=CC=1OC)N=CN=C2OC1C=C(N[C:49]([NH:51][C:52]2[O:56][N:55]=[C:54]([CH:57]([CH3:59])[CH3:58])[CH:53]=2)=[O:50])C=CC=1. No catalyst specified. The product is [C:23]([C:57]([C:54]1[CH:53]=[C:52]([NH:51][C:49]([NH:19][C:18]2[CH:20]=[CH:21][CH:22]=[C:16]([O:15][C:6]3[C:5]4[C:10](=[CH:11][C:12]([O:13][CH3:14])=[C:3]([O:2][CH3:1])[CH:4]=4)[N:9]=[CH:8][N:7]=3)[CH:17]=2)=[O:50])[O:56][N:55]=1)([CH3:58])[CH3:59])#[N:24]. The yield is 0.390. (5) The reactants are [NH2:1][CH2:2][C:3]1[C:4]([NH:12][C:13]2[C:18]([F:19])=[CH:17][CH:16]=[CH:15][C:14]=2[F:20])=[N:5][C:6]([S:10][CH3:11])=[N:7][C:8]=1[Cl:9].[C:21](C1NC=CN=1)(C1NC=CN=1)=[O:22]. The catalyst is C(Cl)Cl. The product is [Cl:9][C:8]1[N:7]=[C:6]([S:10][CH3:11])[N:5]=[C:4]2[N:12]([C:13]3[C:14]([F:20])=[CH:15][CH:16]=[CH:17][C:18]=3[F:19])[C:21](=[O:22])[NH:1][CH2:2][C:3]=12. The yield is 0.810.